Dataset: NCI-60 drug combinations with 297,098 pairs across 59 cell lines. Task: Regression. Given two drug SMILES strings and cell line genomic features, predict the synergy score measuring deviation from expected non-interaction effect. (1) Drug 1: COC1=NC(=NC2=C1N=CN2C3C(C(C(O3)CO)O)O)N. Drug 2: C1C(C(OC1N2C=NC3=C2NC=NCC3O)CO)O. Cell line: MCF7. Synergy scores: CSS=-2.83, Synergy_ZIP=0.845, Synergy_Bliss=-0.235, Synergy_Loewe=-1.90, Synergy_HSA=-1.86. (2) Drug 1: C1=CC=C(C=C1)NC(=O)CCCCCCC(=O)NO. Drug 2: CC(C)(C#N)C1=CC(=CC(=C1)CN2C=NC=N2)C(C)(C)C#N. Cell line: MDA-MB-231. Synergy scores: CSS=-0.662, Synergy_ZIP=-2.47, Synergy_Bliss=-4.78, Synergy_Loewe=-0.973, Synergy_HSA=-3.39. (3) Cell line: SF-539. Drug 2: CC12CCC3C(C1CCC2O)C(CC4=C3C=CC(=C4)O)CCCCCCCCCS(=O)CCCC(C(F)(F)F)(F)F. Drug 1: COC1=CC(=CC(=C1O)OC)C2C3C(COC3=O)C(C4=CC5=C(C=C24)OCO5)OC6C(C(C7C(O6)COC(O7)C8=CC=CS8)O)O. Synergy scores: CSS=33.3, Synergy_ZIP=-2.28, Synergy_Bliss=-4.24, Synergy_Loewe=-22.9, Synergy_HSA=-3.32. (4) Drug 1: CS(=O)(=O)C1=CC(=C(C=C1)C(=O)NC2=CC(=C(C=C2)Cl)C3=CC=CC=N3)Cl. Drug 2: CC1C(C(=O)NC(C(=O)N2CCCC2C(=O)N(CC(=O)N(C(C(=O)O1)C(C)C)C)C)C(C)C)NC(=O)C3=C4C(=C(C=C3)C)OC5=C(C(=O)C(=C(C5=N4)C(=O)NC6C(OC(=O)C(N(C(=O)CN(C(=O)C7CCCN7C(=O)C(NC6=O)C(C)C)C)C)C(C)C)C)N)C. Cell line: OVCAR-5. Synergy scores: CSS=29.0, Synergy_ZIP=10.1, Synergy_Bliss=18.9, Synergy_Loewe=17.0, Synergy_HSA=17.4. (5) Drug 1: C1=NC2=C(N=C(N=C2N1C3C(C(C(O3)CO)O)F)Cl)N. Drug 2: CC1C(C(CC(O1)OC2CC(CC3=C2C(=C4C(=C3O)C(=O)C5=CC=CC=C5C4=O)O)(C(=O)C)O)N)O. Cell line: NCIH23. Synergy scores: CSS=55.4, Synergy_ZIP=-3.36, Synergy_Bliss=-5.99, Synergy_Loewe=-4.30, Synergy_HSA=-2.38. (6) Drug 1: CCN(CC)CCNC(=O)C1=C(NC(=C1C)C=C2C3=C(C=CC(=C3)F)NC2=O)C. Drug 2: B(C(CC(C)C)NC(=O)C(CC1=CC=CC=C1)NC(=O)C2=NC=CN=C2)(O)O. Cell line: MCF7. Synergy scores: CSS=29.4, Synergy_ZIP=-9.06, Synergy_Bliss=-6.08, Synergy_Loewe=-23.9, Synergy_HSA=-5.92. (7) Drug 1: COC1=CC(=CC(=C1O)OC)C2C3C(COC3=O)C(C4=CC5=C(C=C24)OCO5)OC6C(C(C7C(O6)COC(O7)C8=CC=CS8)O)O. Drug 2: C(CCl)NC(=O)N(CCCl)N=O. Cell line: SK-MEL-5. Synergy scores: CSS=16.6, Synergy_ZIP=-4.88, Synergy_Bliss=2.57, Synergy_Loewe=-19.3, Synergy_HSA=-1.45.